This data is from Reaction yield outcomes from USPTO patents with 853,638 reactions. The task is: Predict the reaction yield, written as a fraction of the theoretical maximum amount of product (1.0 means a 100% yield; for example, 0.34 means a 34% yield). (1) The catalyst is C1COCC1.O. The yield is 0.670. The product is [Br:27][C:12]1[C:11](=[O:28])[N:10]([C:7]2[CH:8]=[CH:9][C:4]([C:3]([OH:30])=[O:2])=[CH:5][C:6]=2[Cl:29])[C:15]([CH3:16])=[CH:14][C:13]=1[O:17][CH2:18][C:19]1[CH:24]=[CH:23][C:22]([F:25])=[CH:21][C:20]=1[F:26]. The reactants are C[O:2][C:3](=[O:30])[C:4]1[CH:9]=[CH:8][C:7]([N:10]2[C:15]([CH3:16])=[CH:14][C:13]([O:17][CH2:18][C:19]3[CH:24]=[CH:23][C:22]([F:25])=[CH:21][C:20]=3[F:26])=[C:12]([Br:27])[C:11]2=[O:28])=[C:6]([Cl:29])[CH:5]=1.Cl. (2) The reactants are [NH2:1][C@@H:2]([C:5]([OH:7])=[O:6])[CH2:3][OH:4].[CH3:8][C:9]([CH3:27])([CH3:26])[C:10]([O:12][CH2:13][CH2:14][O:15][C:16](ON1C(=O)CCC1=O)=[O:17])=[O:11]. No catalyst specified. The product is [CH3:8][C:9]([CH3:27])([CH3:26])[C:10]([O:12][CH2:13][CH2:14][O:15][C:16]([NH:1][C@H:2]([CH2:3][OH:4])[C:5]([OH:7])=[O:6])=[O:17])=[O:11]. The yield is 0.280. (3) The reactants are Cl[C:2]1[N:3]=[C:4]([OH:12])[C:5]2[CH:11]=[CH:10][N:9]=[CH:8][C:6]=2[N:7]=1.[Cl:13][C:14]1[CH:15]=[C:16]([CH2:21][CH2:22][OH:23])[CH:17]=[CH:18][C:19]=1[Cl:20]. No catalyst specified. The product is [Cl:13][C:14]1[CH:15]=[C:16]([CH2:21][CH2:22][O:23][C:2]2[N:3]=[C:4]([OH:12])[C:5]3[CH:11]=[CH:10][N:9]=[CH:8][C:6]=3[N:7]=2)[CH:17]=[CH:18][C:19]=1[Cl:20]. The yield is 0.160. (4) The reactants are [CH3:1][O:2][C:3](=[O:10])[C@@H:4]([CH2:6][CH:7]([CH3:9])[CH3:8])[NH2:5].[CH2:11]1[CH2:17][S:14](=[O:16])(=[O:15])[O:13][CH2:12]1. The catalyst is C(#N)C. The product is [CH3:1][O:2][C:3]([C@H:4]([NH:5][CH2:12][CH2:11][CH2:17][S:14]([OH:16])(=[O:15])=[O:13])[CH2:6][CH:7]([CH3:9])[CH3:8])=[O:10]. The yield is 0.600. (5) The reactants are [CH2:1]([S:3]([C:6]1[CH:7]=[C:8]([C:12]2[CH:20]=[C:19]([NH:21][CH3:22])[C:18]([O:23][CH3:24])=[C:17]3[C:13]=2[C:14]2[CH:28]=[C:27]([CH3:29])[CH:26]=[N:25][C:15]=2[NH:16]3)[CH:9]=[CH:10][CH:11]=1)(=[O:5])=[O:4])[CH3:2].[CH:30]1([C:33](Cl)=[O:34])[CH2:32][CH2:31]1. The catalyst is C1COCC1. The product is [CH2:1]([S:3]([C:6]1[CH:7]=[C:8]([C:12]2[CH:20]=[C:19]([N:21]([CH3:22])[C:33]([CH:30]3[CH2:32][CH2:31]3)=[O:34])[C:18]([O:23][CH3:24])=[C:17]3[C:13]=2[C:14]2[CH:28]=[C:27]([CH3:29])[CH:26]=[N:25][C:15]=2[NH:16]3)[CH:9]=[CH:10][CH:11]=1)(=[O:5])=[O:4])[CH3:2]. The yield is 0.750. (6) The yield is 0.360. The product is [F:1][C:2]1[C:3]([N:8]2[CH2:9][CH2:10][N:11]([CH2:15][C:16]3[NH:20][C:19]4[CH:21]=[CH:22][CH:23]=[CH:24][C:18]=4[N:17]=3)[CH2:12][CH2:13]2)=[N:4][CH:5]=[CH:6][CH:7]=1. The catalyst is CN(C)C=O. The reactants are [F:1][C:2]1[C:3]([N:8]2[CH2:13][CH2:12][NH:11][CH2:10][CH2:9]2)=[N:4][CH:5]=[CH:6][CH:7]=1.Cl[CH2:15][C:16]1[NH:20][C:19]2[CH:21]=[CH:22][CH:23]=[CH:24][C:18]=2[N:17]=1.C(=O)([O-])[O-].[Cs+].[Cs+].